Dataset: NCI-60 drug combinations with 297,098 pairs across 59 cell lines. Task: Regression. Given two drug SMILES strings and cell line genomic features, predict the synergy score measuring deviation from expected non-interaction effect. (1) Drug 1: C1=CC=C(C(=C1)C(C2=CC=C(C=C2)Cl)C(Cl)Cl)Cl. Drug 2: CC1CCCC2(C(O2)CC(NC(=O)CC(C(C(=O)C(C1O)C)(C)C)O)C(=CC3=CSC(=N3)C)C)C. Cell line: M14. Synergy scores: CSS=60.4, Synergy_ZIP=7.32, Synergy_Bliss=6.25, Synergy_Loewe=-37.8, Synergy_HSA=3.78. (2) Drug 1: CC(C1=C(C=CC(=C1Cl)F)Cl)OC2=C(N=CC(=C2)C3=CN(N=C3)C4CCNCC4)N. Drug 2: CN1C(=O)N2C=NC(=C2N=N1)C(=O)N. Cell line: UACC-257. Synergy scores: CSS=-3.81, Synergy_ZIP=2.32, Synergy_Bliss=1.31, Synergy_Loewe=-4.45, Synergy_HSA=-3.52. (3) Drug 1: CC1C(C(CC(O1)OC2CC(CC3=C2C(=C4C(=C3O)C(=O)C5=C(C4=O)C(=CC=C5)OC)O)(C(=O)CO)O)N)O.Cl. Drug 2: C1CNP(=O)(OC1)N(CCCl)CCCl. Cell line: UACC62. Synergy scores: CSS=1.82, Synergy_ZIP=-1.33, Synergy_Bliss=-0.130, Synergy_Loewe=-2.45, Synergy_HSA=-1.45. (4) Drug 1: CCCCC(=O)OCC(=O)C1(CC(C2=C(C1)C(=C3C(=C2O)C(=O)C4=C(C3=O)C=CC=C4OC)O)OC5CC(C(C(O5)C)O)NC(=O)C(F)(F)F)O. Drug 2: COCCOC1=C(C=C2C(=C1)C(=NC=N2)NC3=CC=CC(=C3)C#C)OCCOC.Cl. Cell line: SF-268. Synergy scores: CSS=22.2, Synergy_ZIP=-5.39, Synergy_Bliss=-0.240, Synergy_Loewe=0.193, Synergy_HSA=-1.05. (5) Drug 2: CC1CCCC2(C(O2)CC(NC(=O)CC(C(C(=O)C(C1O)C)(C)C)O)C(=CC3=CSC(=N3)C)C)C. Drug 1: C1=C(C(=O)NC(=O)N1)F. Cell line: TK-10. Synergy scores: CSS=25.0, Synergy_ZIP=3.82, Synergy_Bliss=3.61, Synergy_Loewe=3.28, Synergy_HSA=3.29. (6) Drug 1: C1=C(C(=O)NC(=O)N1)N(CCCl)CCCl. Drug 2: CC(C)NC(=O)C1=CC=C(C=C1)CNNC.Cl. Cell line: RPMI-8226. Synergy scores: CSS=21.5, Synergy_ZIP=4.59, Synergy_Bliss=9.58, Synergy_Loewe=-9.56, Synergy_HSA=-0.667. (7) Drug 1: C1CC(C1)(C(=O)O)C(=O)O.[NH2-].[NH2-].[Pt+2]. Drug 2: C1CN(CCN1C(=O)CCBr)C(=O)CCBr. Cell line: ACHN. Synergy scores: CSS=28.7, Synergy_ZIP=-2.87, Synergy_Bliss=1.75, Synergy_Loewe=-9.66, Synergy_HSA=1.60. (8) Drug 1: CC1=C2C(C(=O)C3(C(CC4C(C3C(C(C2(C)C)(CC1OC(=O)C(C(C5=CC=CC=C5)NC(=O)OC(C)(C)C)O)O)OC(=O)C6=CC=CC=C6)(CO4)OC(=O)C)O)C)O. Drug 2: C1CNP(=O)(OC1)N(CCCl)CCCl. Cell line: CCRF-CEM. Synergy scores: CSS=42.0, Synergy_ZIP=-3.05, Synergy_Bliss=-6.81, Synergy_Loewe=-69.5, Synergy_HSA=-7.46. (9) Drug 1: COC1=CC(=CC(=C1O)OC)C2C3C(COC3=O)C(C4=CC5=C(C=C24)OCO5)OC6C(C(C7C(O6)COC(O7)C8=CC=CS8)O)O. Drug 2: CCCCCOC(=O)NC1=NC(=O)N(C=C1F)C2C(C(C(O2)C)O)O. Cell line: RXF 393. Synergy scores: CSS=21.2, Synergy_ZIP=-4.29, Synergy_Bliss=-1.71, Synergy_Loewe=-14.1, Synergy_HSA=0.572.